Dataset: Reaction yield outcomes from USPTO patents with 853,638 reactions. Task: Predict the reaction yield, written as a fraction of the theoretical maximum amount of product (1.0 means a 100% yield; for example, 0.34 means a 34% yield). (1) The reactants are Br[C:2]1[CH:11]=[N:10][C:9]2[C:8]([N:12]3[CH2:17][CH2:16][O:15][CH2:14][CH2:13]3)=[N:7][C:6]([Cl:18])=[N:5][C:4]=2[CH:3]=1.[CH:19]([C:21]1[O:25][C:24](B(O)O)=[CH:23][CH:22]=1)=[O:20].C(=O)([O-])[O-].[Na+].[Na+].CCO. The catalyst is Cl[Pd](Cl)([P](C1C=CC=CC=1)(C1C=CC=CC=1)C1C=CC=CC=1)[P](C1C=CC=CC=1)(C1C=CC=CC=1)C1C=CC=CC=1.O. The product is [Cl:18][C:6]1[N:7]=[C:8]([N:12]2[CH2:17][CH2:16][O:15][CH2:14][CH2:13]2)[C:9]2[N:10]=[CH:11][C:2]([C:24]3[O:25][C:21]([CH:19]=[O:20])=[CH:22][CH:23]=3)=[CH:3][C:4]=2[N:5]=1. The yield is 0.460. (2) The reactants are [CH3:1][O:2][C:3]1[CH:4]=[C:5]2[C:10](=[CH:11][C:12]=1[O:13][CH3:14])[N:9]=[CH:8][N:7]=[C:6]2[O:15][C:16]1[CH:22]=[CH:21][C:19]([NH2:20])=[C:18]([CH3:23])[C:17]=1[CH3:24].C1(C)C=CC=CC=1.C(N(CC)CC)C.ClC(Cl)(O[C:43](=[O:49])[O:44][C:45](Cl)(Cl)Cl)Cl.[F:51][C:52]1[CH:53]=[C:54]([CH:60]=[CH:61][CH:62]=1)[O:55][CH2:56][CH2:57]CO. The catalyst is C(Cl)Cl. The product is [CH3:1][O:2][C:3]1[CH:4]=[C:5]2[C:10](=[CH:11][C:12]=1[O:13][CH3:14])[N:9]=[CH:8][N:7]=[C:6]2[O:15][C:16]1[CH:22]=[CH:21][C:19]([NH:20][C:43](=[O:49])[O:44][CH2:45][CH2:57][CH2:56][O:55][C:54]2[CH:60]=[CH:61][CH:62]=[C:52]([F:51])[CH:53]=2)=[C:18]([CH3:23])[C:17]=1[CH3:24]. The yield is 0.560. (3) The reactants are N1C=CC=CC=1.[NH2:7][C:8]1[CH:13]=[C:12]([CH2:14][C:15]2[C:20]([Cl:21])=[CH:19][CH:18]=[CH:17][C:16]=2[Cl:22])[N:11]=[C:10]([NH:23][C:24]2[CH:31]=[CH:30][C:27]([C:28]#[N:29])=[CH:26][CH:25]=2)[N:9]=1.[C:32](Cl)(=[O:40])[CH2:33][CH2:34][CH2:35][CH2:36][CH2:37][CH2:38][CH3:39]. The catalyst is C(Cl)Cl. The product is [Cl:22][C:16]1[CH:17]=[CH:18][CH:19]=[C:20]([Cl:21])[C:15]=1[CH2:14][C:12]1[N:11]=[C:10]([NH:23][C:24]2[CH:25]=[CH:26][C:27]([C:28]#[N:29])=[CH:30][CH:31]=2)[N:9]=[C:8]([NH:7][C:32](=[O:40])[CH2:33][CH2:34][CH2:35][CH2:36][CH2:37][CH2:38][CH3:39])[CH:13]=1. The yield is 0.686. (4) The reactants are CC1(C)[O:9][C:8](=[O:10])[C:5]2([CH2:7][CH2:6]2)[C:4](=[O:11])O1.[F:13][C:14]1[CH:15]=[C:16]([CH:18]=[CH:19][CH:20]=1)[NH2:17]. The catalyst is C(O)C. The product is [F:13][C:14]1[CH:15]=[C:16]([N:17]2[CH2:6][CH2:7][CH:5]([C:8]([OH:9])=[O:10])[C:4]2=[O:11])[CH:18]=[CH:19][CH:20]=1. The yield is 0.850. (5) The reactants are [O:1]1[CH2:5][CH2:4][CH2:3][C@@H:2]1[CH2:6][OH:7].[F:8][C:9]1[CH:18]=[C:17](O)[CH:16]=[CH:15][C:10]=1[C:11]([O:13][CH3:14])=[O:12]. The product is [F:8][C:9]1[CH:18]=[C:17]([O:7][CH2:6][C@H:2]2[CH2:3][CH2:4][CH2:5][O:1]2)[CH:16]=[CH:15][C:10]=1[C:11]([O:13][CH3:14])=[O:12]. The yield is 0.980. No catalyst specified. (6) The yield is 0.710. The catalyst is O1CCOCC1.O.C(OCC)(=O)C. The product is [NH2:17][C:18]1[CH:23]=[CH:22][C:21]([S:24][C:25]2[CH:30]=[CH:29][C:28]([C:31]([NH:32][C:33]3[CH:38]=[CH:37][C:36]([Cl:39])=[CH:35][N:34]=3)=[O:40])=[CH:27][C:26]=2[NH:41][C:42]2[C:43]3[CH:51]=[CH:50][C:49]([CH:52]([CH3:54])[CH3:53])=[N:48][C:44]=3[N:45]=[CH:46][N:47]=2)=[CH:20][CH:19]=1. The reactants are C1C2C(COC(=O)[NH:17][C:18]3[CH:23]=[CH:22][C:21]([S:24][C:25]4[CH:30]=[CH:29][C:28]([C:31](=[O:40])[NH:32][C:33]5[CH:38]=[CH:37][C:36]([Cl:39])=[CH:35][N:34]=5)=[CH:27][C:26]=4[NH:41][C:42]4[C:43]5[CH:51]=[CH:50][C:49]([CH:52]([CH3:54])[CH3:53])=[N:48][C:44]=5[N:45]=[CH:46][N:47]=4)=[CH:20][CH:19]=3)C3C(=CC=CC=3)C=2C=CC=1.O.[OH-].[Li+].Cl. (7) The reactants are [NH:1]1[CH2:7][CH2:6][CH2:5][CH2:4][C@H:3]([NH:8][C:9](=[O:15])[O:10][C:11]([CH3:14])([CH3:13])[CH3:12])[CH2:2]1.[Br:16][C:17]1[C:18](F)=[C:19]2[C:25]([NH:26][C:27]([CH:29]3[CH2:31][CH2:30]3)=[O:28])=[CH:24][NH:23][C:20]2=[N:21][CH:22]=1. The catalyst is CCCCO. The product is [Br:16][C:17]1[C:18]([N:1]2[CH2:7][CH2:6][CH2:5][CH2:4][C@H:3]([NH:8][C:9](=[O:15])[O:10][C:11]([CH3:12])([CH3:14])[CH3:13])[CH2:2]2)=[C:19]2[C:25]([NH:26][C:27]([CH:29]3[CH2:30][CH2:31]3)=[O:28])=[CH:24][NH:23][C:20]2=[N:21][CH:22]=1. The yield is 0.0900.